From a dataset of Experimentally validated miRNA-target interactions with 360,000+ pairs, plus equal number of negative samples. Binary Classification. Given a miRNA mature sequence and a target amino acid sequence, predict their likelihood of interaction. (1) The miRNA is hsa-miR-642b-3p with sequence AGACACAUUUGGAGAGGGACCC. The protein sequence of the target gene is MAQRMTTQLLLLLVWVAVVGEAQTRIAWARTELLNVCMNAKHHKEKPGPEDKLHEQCRPWRKNACCSTNTSQEAHKDVSYLYRFNWNHCGEMAPACKRHFIQDTCLYECSPNLGPWIQQVDQSWRKERVLNVPLCKEDCEQWWEDCRTSYTCKSNWHKGWNWTSGFNKCAVGAACQPFHFYFPTPTVLCNEIWTHSYKVSNYSRGSGRCIQMWFDPAQGNPNEEVARFYAAAMSGAGPWAAWPFLLSLALMLLWLLS. Result: 1 (interaction). (2) The miRNA is hsa-miR-4731-5p with sequence UGCUGGGGGCCACAUGAGUGUG. The protein sequence of the target gene is MAVQRAASPRRPPAPLWPRLLLPLLLLLLPAPSEGLGHSAELAFAVEPSDDVAVPGQPIVLDCRVEGTPPVRITWRKNGVELPESTHSTLLANGSLMIRHFRLEPGGSPSDEGDYECVAQNRFGLVVSRKARIQAATMSDFHVHPQATVGEEGGVARFQCQIHGLPKPLITWEKNRVPIDTDNERYTLLPKGVLQITGLRAEDGGIFHCVASNIASIRISHGARLTVSGSGSGAYKEPAILVGPENLTLTVHQTAVLECVATGNPRPIVSWSRLDGRPIGVEGIQVLGTGNLIISDVTVQ.... Result: 1 (interaction). (3) The miRNA is hsa-miR-6780b-5p with sequence UGGGGAAGGCUUGGCAGGGAAGA. The protein sequence of the target gene is MANRGPAYGLSREVQQKIEKQYDADLEQILIQWITTQCRKDVGRPQPGRENFQNWLKDGTVLCELINALYPEGQAPVKKIQASTMAFKQMEQISQFLQAAERYGINTTDIFQTVDLWEGKNMACVQRTLMNLGGLAVARDDGLFSGDPNWFPKKSKENPRNFSDNQLQEGKNVIGLQMGTNRGASQAGMTGYGMPRQIL. Result: 1 (interaction). (4) The protein sequence of the target gene is MGCDGGTIPKRHELVKGPKKVEKVDKDAELVAQWNYCTLSQEILRRPIVACELGRLYNKDAVIEFLLDKSAEKALGKAASHIKSIKNVTELKLSDNPAWEGDKGNTKGDKHDDLQRARFICPVVGLEMNGRHRFCFLRCCGCVFSERALKEIKAEVCHTCGAAFQEDDVIMLNGTKEDVDVLKTRMEERRLRAKLEKKTKKPKAAESVSKPDVSEEAPGPSKVKTGKPEEASLDSREKKTNLAPKSTAMNESSSGKAGKPPCGATKRSIADSEESEAYKSLFTTHSSAKRSKEESAHWVT.... The miRNA is hsa-miR-759 with sequence GCAGAGUGCAAACAAUUUUGAC. Result: 0 (no interaction). (5) The miRNA is hsa-miR-520c-5p with sequence CUCUAGAGGGAAGCACUUUCUG. The protein sequence of the target gene is MAATASAGVPATVSEKQEFYQLLKNLINPSCMVRRQAEEIYENIPGLCKTTFLLDAVRNRRAGYEVRQMAAALLRRLLSSGFEEVYPNLPADVQRDVKIELILAVKLETHASMRKKLCDIFAVLARNLIDEDGTNHWPEGLKFLIDSIYSKNVVLWEVALHVFWHFPGIFGTQERHDLDIIKRLLDQCIQDQEHPAIRTLSARAAAAFVLANENNIALFKDFADLLPGILQAVNDSCYQDDDSVLESLVEIADTVPKYLGPYLEDTLQLSLKLCGDSRLSNLQRQLALEVIVTLSETATP.... Result: 1 (interaction). (6) The miRNA is mmu-miR-338-5p with sequence AACAAUAUCCUGGUGCUGAGUG. The protein sequence of the target gene is MSNSLQSVILKTAEEKSGSRCISGCMYQVVPTIGSDGKKLLQLLPISKSSGNLIPVVQSPVMSHGLKANTEKPVQVTFQTQISSSSTSASVQLPVFQPANTTKCFFTGAIDTTGKDRVTSVRTGNFTPPVSNIQNHGVKIHKLTRQTFTIPPSTQNDSSHFIFNTPSLLPNVNSSILPSGNHLKIPAHAEVKSVLASSLPPLVQQKILGTATTSTSGTVEASQIPTVVYVHPVNSVKFVVTKKTQTIYPKPVTFNTLQIPPNVATETQLKGGQHPQAAPVNSIFQEYLQPGIPCIIPVKS.... Result: 0 (no interaction). (7) The miRNA is mmu-miR-216a-5p with sequence UAAUCUCAGCUGGCAACUGUGA. The protein sequence of the target gene is MGGEQEEERFDGMLLAMAQQHEGGVQELVNTFFSFLRRKTDFFIGGEEGMAEKLITQTFSHHNQLAQKTRREKRARQEAERREKAERAARLAKEAKSETSGPQIKELTDEEAERLQLEIDQKKDAENHEAQLKNGSLDSPGKQDTEEDEEEDEKDKGKLKPNLGNGADLPNYRWTQTLSELDLAVPFCVNFRLKGKDMVVDIQRRHLRVGLKGQPAIIDGELYNEVKVEESSWLIEDGKVVTVHLEKINKMEWWSRLVSSDPEINTKKINPENSKLSDLDSETRSMVEKMMYDQRQKSMG.... Result: 0 (no interaction). (8) The miRNA is cel-miR-268 with sequence GGCAAGAAUUAGAAGCAGUUUGGU. The protein sequence of the target gene is MEEEEGAAAREWGATPAGPVWTAVFDYEAVGDEELTLRRGDRVQVLSQDCAVSGDEGWWTGQLPSGRVGVFPSNYVAPAAPAAPSDLQLPQEIPFHELQLEEIIGVGGFGKVYRAVWRGEEVAVKAARLDPERDPAVTAEQVRQEARLFGALQHPNIIALRGACLSPPNLCLVMEYARGGALSRVLAGRRVPPHVLVNWAVQVARGMNYLHNDAPVPIIHRDLKSINILILEAIENHNLADTVLKITDFGLAREWHKTTKMSAAGTYAWMAPEVIRLSLFSKSSDVWSFGVLLWELLTGE.... Result: 0 (no interaction). (9) The miRNA is hsa-miR-499b-5p with sequence ACAGACUUGCUGUGAUGUUCA. The protein sequence of the target gene is MAVALGCAIQASLNQGSVFQEYDTDCEVFRQRFRQFQYREAAGPHEAFNKLWELCCQWLKPKMRSKEQILELLVLEQFLTILPTEIETWVREHCPENRERVVSLIEDLQRELEIPEQQVDMHDMLLEELAPVGTAHIPPTMHLESPALQVMGPAQEAPVAEAWIPQAGPPELNYGATGECQNFLDPGYPLPKLDMNFSLENREEPWVKELQDSKEMKQLLDSKIGFEIGIENEEDTSKQKKMETMYPFIVTLEGNALQGPILQKDYVQLENQWETPPEDLQTDLAKLVDQQNPTLGETPE.... Result: 1 (interaction). (10) The miRNA is hsa-miR-6815-3p with sequence UGGCUUCUCUUGCACACCCAG. The protein sequence of the target gene is MSQPRPRYVVDRAAYSLTLFDDEFEKKDRTYPVGEKLRNAFRCSSAKIKAVVFGLLPVLSWLPKYKIKDYIIPDLLGGLSGGSIQVPQGMAFALLANLPAVNGLYSSFFPLLTYFFLGGVHQMVPGTFAVISILVGNICLQLAPESKFQVFNNATNESYVDTAAMEAERLHVSATLACLTAIIQMGLGFMQFGFVAIYLSESFIRGFMTAAGLQILISVLKYIFGLTIPSYTGPGSIVFTFIDICKNLPHTNIASLIFALISGAFLVLVKELNARYMHKIRFPIPTEMIVVVVATAISGG.... Result: 0 (no interaction).